Regression. Given two drug SMILES strings and cell line genomic features, predict the synergy score measuring deviation from expected non-interaction effect. From a dataset of NCI-60 drug combinations with 297,098 pairs across 59 cell lines. Drug 1: CN1CCC(CC1)COC2=C(C=C3C(=C2)N=CN=C3NC4=C(C=C(C=C4)Br)F)OC. Drug 2: C1=C(C(=O)NC(=O)N1)F. Cell line: PC-3. Synergy scores: CSS=37.3, Synergy_ZIP=0.846, Synergy_Bliss=0.520, Synergy_Loewe=2.86, Synergy_HSA=3.88.